Dataset: Forward reaction prediction with 1.9M reactions from USPTO patents (1976-2016). Task: Predict the product of the given reaction. (1) Given the reactants [N:1]1([C:7]([CH3:12])=[CH:8][C:9](=O)[CH3:10])[CH2:6][CH2:5][O:4][CH2:3][CH2:2]1.[F:13][C:14]([F:24])([F:23])[C:15](=O)[CH2:16][C:17]([O:19][CH2:20][CH3:21])=[O:18], predict the reaction product. The product is: [CH2:20]([O:19][C:17](=[O:18])[C:16]1[C:15]([C:14]([F:24])([F:23])[F:13])=[CH:12][C:7]([N:1]2[CH2:2][CH2:3][O:4][CH2:5][CH2:6]2)=[CH:8][C:9]=1[CH3:10])[CH3:21]. (2) Given the reactants [CH2:1]([NH:5][C:6]1[N:14]=[C:13]2[C:9]([N:10]=[CH:11][N:12]2[CH2:15][C:16]2[CH:21]=[CH:20][C:19]([N+:22]([O-:24])=[O:23])=[CH:18][CH:17]=2)=[C:8]([NH2:25])[N:7]=1)[CH2:2][CH2:3][CH3:4].[Br:26]Br.[O-]S([O-])(=S)=O.[Na+].[Na+], predict the reaction product. The product is: [Br:26][C:11]1[N:12]([CH2:15][C:16]2[CH:21]=[CH:20][C:19]([N+:22]([O-:24])=[O:23])=[CH:18][CH:17]=2)[C:13]2[C:9]([N:10]=1)=[C:8]([NH2:25])[N:7]=[C:6]([NH:5][CH2:1][CH2:2][CH2:3][CH3:4])[N:14]=2.